This data is from Catalyst prediction with 721,799 reactions and 888 catalyst types from USPTO. The task is: Predict which catalyst facilitates the given reaction. (1) Reactant: [F:1][C:2]([F:23])([F:22])[C:3]1[CH:17]=[C:16]([C:18]([F:21])([F:20])[F:19])[CH:15]=[CH:14][C:4]=1[CH2:5][N:6]1[CH2:11][CH2:10][CH:9]([CH:12]=O)[CH2:8][CH2:7]1.[O:24]1[CH:28]=[CH:27][C:26]([CH2:29][NH:30][C:31]2[CH2:35][S:34][C:33](=[O:36])[N:32]=2)=[N:25]1.C([O-])(=O)C.[NH2+]1CCCCC1. Product: [F:1][C:2]([F:23])([F:22])[C:3]1[CH:17]=[C:16]([C:18]([F:19])([F:21])[F:20])[CH:15]=[CH:14][C:4]=1[CH2:5][N:6]1[CH2:11][CH2:10][CH:9](/[CH:12]=[C:35]2/[C:31]([NH:30][CH2:29][C:26]3[CH:27]=[CH:28][O:24][N:25]=3)=[N:32][C:33](=[O:36])[S:34]/2)[CH2:8][CH2:7]1. The catalyst class is: 41. (2) The catalyst class is: 18. Product: [CH:24]1([N:19]2[C:18](=[O:30])[C:17]([NH:16][C:10]([C:7]3[C:6]([CH3:13])=[C:5](/[CH:4]=[CH:3]/[C:2]([CH3:1])([CH3:15])[CH3:14])[O:9][N:8]=3)=[O:12])=[C:21]([CH3:22])[N:20]2[CH3:23])[CH2:25][CH2:26][CH2:27][CH2:28][CH2:29]1. Reactant: [CH3:1][C:2]([CH3:15])([CH3:14])/[CH:3]=[CH:4]/[C:5]1[O:9][N:8]=[C:7]([C:10]([OH:12])=O)[C:6]=1[CH3:13].[NH2:16][C:17]1[C:18](=[O:30])[N:19]([CH:24]2[CH2:29][CH2:28][CH2:27][CH2:26][CH2:25]2)[N:20]([CH3:23])[C:21]=1[CH3:22].CCN(C(C)C)C(C)C.CN(C(ON1N=NC2C=CC=NC1=2)=[N+](C)C)C.F[P-](F)(F)(F)(F)F.